This data is from Full USPTO retrosynthesis dataset with 1.9M reactions from patents (1976-2016). The task is: Predict the reactants needed to synthesize the given product. (1) The reactants are: Cl.O1CCOCC1.[Cl:8][C:9]1[C:14]([F:15])=[CH:13][CH:12]=[C:11]([O:16][CH2:17][C@@H:18]([OH:21])[CH2:19][OH:20])[C:10]=1[C@H:22]([C:24]1[C:32]2[C:27](=[N:28][CH:29]=[C:30]([C:33]3[CH:34]=[N:35][N:36]([CH3:39])[C:37]=3[CH3:38])[CH:31]=2)[N:26](C(OC(C)(C)C)=O)[CH:25]=1)[CH3:23]. Given the product [Cl:8][C:9]1[C:10]([C@H:22]([C:24]2[C:32]3[C:27](=[N:28][CH:29]=[C:30]([C:33]4[CH:34]=[N:35][N:36]([CH3:39])[C:37]=4[CH3:38])[CH:31]=3)[NH:26][CH:25]=2)[CH3:23])=[C:11]([CH:12]=[CH:13][C:14]=1[F:15])[O:16][CH2:17][C@@H:18]([OH:21])[CH2:19][OH:20], predict the reactants needed to synthesize it. (2) The reactants are: [CH3:1][C:2]1[N:31](COCC[Si](C)(C)C)[C:5]2=[N:6][CH:7]=[C:8]([C:10]3[CH:11]=[C:12]4[C:17](=[CH:18][CH:19]=3)[N:16]=[CH:15][N:14]=[C:13]4[N:20]3[C:29]4[C:24](=[CH:25][CH:26]=[CH:27][CH:28]=4)[C:23](=[O:30])[CH2:22][CH2:21]3)[CH:9]=[C:4]2[N:3]=1.FC(F)(F)C(O)=O. Given the product [CH3:1][C:2]1[NH:31][C:5]2=[N:6][CH:7]=[C:8]([C:10]3[CH:11]=[C:12]4[C:17](=[CH:18][CH:19]=3)[N:16]=[CH:15][N:14]=[C:13]4[N:20]3[C:29]4[C:24](=[CH:25][CH:26]=[CH:27][CH:28]=4)[C:23](=[O:30])[CH2:22][CH2:21]3)[CH:9]=[C:4]2[N:3]=1, predict the reactants needed to synthesize it. (3) Given the product [CH3:1][O:2][C:3]([CH:5]1[CH:10]([OH:11])[C:9]([CH3:13])([CH3:12])[CH2:8][N:7]([C:14](=[O:22])[C:15]2[CH:16]=[CH:17][C:18]([F:21])=[CH:19][CH:20]=2)[CH2:6]1)=[O:4], predict the reactants needed to synthesize it. The reactants are: [CH3:1][O:2][C:3]([CH:5]1[C:10](=[O:11])[C:9]([CH3:13])([CH3:12])[CH2:8][N:7]([C:14](=[O:22])[C:15]2[CH:20]=[CH:19][C:18]([F:21])=[CH:17][CH:16]=2)[CH2:6]1)=[O:4].[BH4-].[Na+].CC(C)=O. (4) The reactants are: F[C:2]1[CH:9]=[CH:8][CH:7]=[CH:6][C:3]=1[CH:4]=[O:5].[Na+].[C:11]1([S:17]([O-:19])=[O:18])[CH:16]=[CH:15][CH:14]=[CH:13][CH:12]=1.O. Given the product [C:11]1([S:17]([C:2]2[CH:9]=[CH:8][CH:7]=[CH:6][C:3]=2[CH:4]=[O:5])(=[O:19])=[O:18])[CH:16]=[CH:15][CH:14]=[CH:13][CH:12]=1, predict the reactants needed to synthesize it. (5) Given the product [Cl:22][C:23]1[CH:24]=[C:25]([C:33]2[O:35][N:47]=[C:46]([C:44]3[CH:45]=[C:37]([F:36])[CH:38]=[C:39]4[C:43]=3[NH:42][CH:41]=[C:40]4[CH2:51][CH2:52][C:53]([O:55][CH2:56][CH3:57])=[O:54])[N:49]=2)[CH:26]=[N:27][C:28]=1[O:29][CH:30]([CH3:31])[CH3:32], predict the reactants needed to synthesize it. The reactants are: C1C=CC2N(O)N=NC=2C=1.CCN=C=NCCCN(C)C.[Cl:22][C:23]1[CH:24]=[C:25]([C:33]([OH:35])=O)[CH:26]=[N:27][C:28]=1[O:29][CH:30]([CH3:32])[CH3:31].[F:36][C:37]1[CH:38]=[C:39]2[C:43](=[C:44](/[C:46](/[NH:49]O)=[N:47]/[H])[CH:45]=1)[NH:42][CH:41]=[C:40]2[CH2:51][CH2:52][C:53]([O:55][CH2:56][CH3:57])=[O:54].CCCC[N+](CCCC)(CCCC)CCCC.[F-].